Dataset: NCI-60 drug combinations with 297,098 pairs across 59 cell lines. Task: Regression. Given two drug SMILES strings and cell line genomic features, predict the synergy score measuring deviation from expected non-interaction effect. (1) Drug 1: CC1C(C(CC(O1)OC2CC(OC(C2O)C)OC3=CC4=CC5=C(C(=O)C(C(C5)C(C(=O)C(C(C)O)O)OC)OC6CC(C(C(O6)C)O)OC7CC(C(C(O7)C)O)OC8CC(C(C(O8)C)O)(C)O)C(=C4C(=C3C)O)O)O)O. Drug 2: C1C(C(OC1N2C=NC3=C2NC=NCC3O)CO)O. Cell line: MCF7. Synergy scores: CSS=26.9, Synergy_ZIP=-0.589, Synergy_Bliss=-2.25, Synergy_Loewe=-18.1, Synergy_HSA=-2.18. (2) Drug 1: C1=CC=C(C(=C1)C(C2=CC=C(C=C2)Cl)C(Cl)Cl)Cl. Drug 2: CC1=C(C=C(C=C1)C(=O)NC2=CC(=CC(=C2)C(F)(F)F)N3C=C(N=C3)C)NC4=NC=CC(=N4)C5=CN=CC=C5. Cell line: MDA-MB-435. Synergy scores: CSS=-4.05, Synergy_ZIP=3.11, Synergy_Bliss=1.84, Synergy_Loewe=-5.74, Synergy_HSA=-4.75. (3) Drug 1: COC1=C(C=C2C(=C1)N=CN=C2NC3=CC(=C(C=C3)F)Cl)OCCCN4CCOCC4. Drug 2: CC1C(C(CC(O1)OC2CC(CC3=C2C(=C4C(=C3O)C(=O)C5=C(C4=O)C(=CC=C5)OC)O)(C(=O)C)O)N)O.Cl. Cell line: UO-31. Synergy scores: CSS=47.2, Synergy_ZIP=4.38, Synergy_Bliss=8.41, Synergy_Loewe=12.4, Synergy_HSA=13.0.